Dataset: Full USPTO retrosynthesis dataset with 1.9M reactions from patents (1976-2016). Task: Predict the reactants needed to synthesize the given product. Given the product [C:1](=[N:14][CH:16]1[CH2:21][CH2:20][CH2:19][NH:18][C:17]1=[O:22])([C:8]1[CH:9]=[CH:10][CH:11]=[CH:12][CH:13]=1)[C:2]1[CH:7]=[CH:6][CH:5]=[CH:4][CH:3]=1, predict the reactants needed to synthesize it. The reactants are: [C:1](=[NH:14])([C:8]1[CH:13]=[CH:12][CH:11]=[CH:10][CH:9]=1)[C:2]1[CH:7]=[CH:6][CH:5]=[CH:4][CH:3]=1.N[CH:16]1[CH2:21][CH2:20][CH2:19][NH:18][C:17]1=[O:22].